The task is: Predict the reaction yield, written as a fraction of the theoretical maximum amount of product (1.0 means a 100% yield; for example, 0.34 means a 34% yield).. This data is from Reaction yield outcomes from USPTO patents with 853,638 reactions. (1) The reactants are C[O:2][C:3]1[CH:4]=[CH:5][C:6]2[C:10]([O:11][C:12]3[CH:17]=[CH:16][C:15]([CH2:18][CH2:19][C:20]([O:22]C(C)(C)C)=[O:21])=[CH:14][CH:13]=3)=[C:9]([C:27]3[CH:32]=[CH:31][C:30]([O:33]C)=[CH:29][CH:28]=3)[S:8][C:7]=2[CH:35]=1.B(Br)(Br)Br. The catalyst is C(Cl)Cl. The product is [OH:2][C:3]1[CH:4]=[CH:5][C:6]2[C:10]([O:11][C:12]3[CH:17]=[CH:16][C:15]([CH2:18][CH2:19][C:20]([OH:22])=[O:21])=[CH:14][CH:13]=3)=[C:9]([C:27]3[CH:28]=[CH:29][C:30]([OH:33])=[CH:31][CH:32]=3)[S:8][C:7]=2[CH:35]=1. The yield is 0.310. (2) The reactants are O(CCCCCCC=O)C1C=CC=CC=1.C([O:18][C:19](=O)[CH2:20][CH2:21][CH2:22][CH2:23][CH2:24][CH2:25][O:26][C:27]1[CH:32]=[CH:31][C:30]([O:33][CH2:34][C:35]2[CH:40]=[CH:39][CH:38]=[CH:37][CH:36]=2)=[CH:29][CH:28]=1)C.[H-].C([Al+]CC(C)C)C(C)C. The catalyst is C1COCC1. The product is [CH2:34]([O:33][C:30]1[CH:29]=[CH:28][C:27]([O:26][CH2:25][CH2:24][CH2:23][CH2:22][CH2:21][CH2:20][CH:19]=[O:18])=[CH:32][CH:31]=1)[C:35]1[CH:36]=[CH:37][CH:38]=[CH:39][CH:40]=1. The yield is 0.630. (3) The reactants are [BH4-].[Li+].[NH2:3][C:4]1[S:5][C@:6]2([C:33](OC)=[O:34])[C@H:8]([C@:9]([C:12]3[CH:17]=[C:16]([NH:18][C:19](=[O:27])[C:20]4[CH:25]=[CH:24][C:23]([Cl:26])=[CH:22][N:21]=4)[CH:15]=[C:14]([C:28](OC)=[O:29])[C:13]=3[F:32])([CH3:11])[N:10]=1)[CH2:7]2.CO. No catalyst specified. The product is [NH2:3][C:4]1[S:5][C@:6]2([CH2:33][OH:34])[C@H:8]([C@:9]([C:12]3[CH:17]=[C:16]([NH:18][C:19](=[O:27])[C:20]4[CH:25]=[CH:24][C:23]([Cl:26])=[CH:22][N:21]=4)[CH:15]=[C:14]([CH2:28][OH:29])[C:13]=3[F:32])([CH3:11])[N:10]=1)[CH2:7]2. The yield is 0.560. (4) The reactants are F.F.F.C(N(CC)CC)C.C(N(CC)CC)C.[Si]([O:35][CH2:36][C@H:37]1[O:41][C@@H:40]([N:42]2[CH:49]=[C:48]([CH3:50])[C:46](=[O:47])[NH:45][C:43]2=[O:44])[C@H:39]([O:51][CH2:52][CH2:53][O:54][N:55]([CH3:57])[CH3:56])[C@@H:38]1[OH:58])(C(C)(C)C)(C1C=CC=CC=1)C1C=CC=CC=1.CO. The catalyst is C1COCC1.C(Cl)Cl. The product is [CH3:56][N:55]([CH3:57])[O:54][CH2:53][CH2:52][O:51][C@@H:39]1[C@H:38]([OH:58])[C@@H:37]([CH2:36][OH:35])[O:41][C@H:40]1[N:42]1[CH:49]=[C:48]([CH3:50])[C:46](=[O:47])[NH:45][C:43]1=[O:44]. The yield is 0.925. (5) The reactants are Cl.[NH2:2][C:3]([NH2:5])=[NH:4].[F:6][C:7]1[CH:14]=[CH:13][C:10]([CH:11]=O)=[CH:9][CH:8]=1.[CH3:15][CH:16]([CH3:24])[C:17](=O)[CH2:18][C:19]([O:21][CH3:22])=[O:20].C(=O)([O-])[O-].[K+].[K+]. The catalyst is CN(C=O)C. The product is [NH2:4][C:3]1[NH:5][CH:17]([CH:16]([CH3:24])[CH3:15])[C:18]([C:19]([O:21][CH3:22])=[O:20])=[C:11]([C:10]2[CH:13]=[CH:14][C:7]([F:6])=[CH:8][CH:9]=2)[N:2]=1. The yield is 0.550. (6) The catalyst is CO. The yield is 0.930. The reactants are [OH-].[K+].[C:3]([C:11]1[CH:12]=[C:13]([CH:20]=[CH:21][CH:22]=1)[CH:14]=[CH:15][C:16]([O:18]C)=[O:17])(=[O:10])[C:4]1[CH:9]=[CH:8][CH:7]=[CH:6][CH:5]=1. The product is [C:3]([C:11]1[CH:12]=[C:13]([CH:20]=[CH:21][CH:22]=1)[CH:14]=[CH:15][C:16]([OH:18])=[O:17])(=[O:10])[C:4]1[CH:5]=[CH:6][CH:7]=[CH:8][CH:9]=1. (7) The reactants are [C:1]([O:5][C:6](=[O:88])[CH2:7][N:8]1[CH:12]=[CH:11][N:10]=[C:9]1[CH2:13][N:14]([CH2:74][C:75]1[N:76]([CH2:80][C:81](=[O:87])[O:82][C:83]([CH3:86])([CH3:85])[CH3:84])[CH:77]=[CH:78][N:79]=1)[CH2:15][CH2:16][CH2:17][CH2:18][C@@H:19]([C:38](=[O:73])[NH:39][CH2:40][CH2:41][CH2:42][CH2:43][C@@H:44]([C:66]([O:68][C:69]([CH3:72])([CH3:71])[CH3:70])=[O:67])[NH:45][C:46](=[O:65])[NH:47][C@H:48]([C:58]([O:60][C:61]([CH3:64])([CH3:63])[CH3:62])=[O:59])[CH2:49][CH2:50][C:51]([O:53][C:54]([CH3:57])([CH3:56])[CH3:55])=[O:52])[NH:20]C(=O)OCC1C2C=CC=CC=2C2C1=CC=CC=2)([CH3:4])([CH3:3])[CH3:2].N1CCCCC1. The catalyst is CN(C=O)C. The product is [NH2:20][C@H:19]([C:38](=[O:73])[NH:39][CH2:40][CH2:41][CH2:42][CH2:43][C@@H:44]([C:66]([O:68][C:69]([CH3:72])([CH3:71])[CH3:70])=[O:67])[NH:45][C:46](=[O:65])[NH:47][C@H:48]([C:58]([O:60][C:61]([CH3:64])([CH3:63])[CH3:62])=[O:59])[CH2:49][CH2:50][C:51]([O:53][C:54]([CH3:55])([CH3:56])[CH3:57])=[O:52])[CH2:18][CH2:17][CH2:16][CH2:15][N:14]([CH2:13][C:9]1[N:8]([CH2:7][C:6]([O:5][C:1]([CH3:2])([CH3:3])[CH3:4])=[O:88])[CH:12]=[CH:11][N:10]=1)[CH2:74][C:75]1[N:76]([CH2:80][C:81]([O:82][C:83]([CH3:86])([CH3:85])[CH3:84])=[O:87])[CH:77]=[CH:78][N:79]=1. The yield is 0.860. (8) The reactants are [C:1]12([C:8]3[C:12](=C)[CH:11]=[CH:10][CH:9]=3)[CH2:7][CH:4]([CH2:5][CH2:6]1)[CH2:3][CH2:2]2.[H-].[H-].[H-].[H-].[Li+].[Al+3].O.C(OCC)C. The catalyst is O1CCCC1. The product is [C:1]12([C:8]3[CH2:12][CH:11]=[CH:10][CH:9]=3)[CH2:7][CH:4]([CH2:3][CH2:2]1)[CH2:5][CH2:6]2. The yield is 1.00.